From a dataset of Aqueous solubility values for 9,982 compounds from the AqSolDB database. Regression/Classification. Given a drug SMILES string, predict its absorption, distribution, metabolism, or excretion properties. Task type varies by dataset: regression for continuous measurements (e.g., permeability, clearance, half-life) or binary classification for categorical outcomes (e.g., BBB penetration, CYP inhibition). For this dataset (solubility_aqsoldb), we predict Y. (1) The molecule is O=S(=O)(NS(=O)(=O)C(F)(F)F)C(F)(F)F. The Y is 0.454 log mol/L. (2) The drug is O=C(O)C=Cc1ccccc1. The Y is -2.48 log mol/L. (3) The drug is CCC(C)(C)C1CCC(=NO)C(=NO)C1. The Y is -3.97 log mol/L. (4) The compound is C1CC(N2CCOCC2)CCN1. The Y is -2.90 log mol/L.